From a dataset of Experimentally validated miRNA-target interactions with 360,000+ pairs, plus equal number of negative samples. Binary Classification. Given a miRNA mature sequence and a target amino acid sequence, predict their likelihood of interaction. The protein sequence of the target gene is MRGTPKTHLLAFSLLCLLSKVRTQLCPTPCTCPWPPPRCPLGVPLVLDGCGCCRVCARRLGEPCDQLHVCDASQGLVCQPGAGPGGRGALCLLAEDDSSCEVNGRLYREGETFQPHCSIRCRCEDGGFTCVPLCSEDVRLPSWDCPHPRRVEVLGKCCPEWVCGQGGGLGTQPLPAQGPQFSGLVSSLPPGVPCPEWSTAWGPCSTTCGLGMATRVSNQNRFCRLETQRRLCLSRPCPPSRGRSPQNSAF. Result: 1 (interaction). The miRNA is hsa-miR-124-3p with sequence UAAGGCACGCGGUGAAUGCCAA.